From a dataset of Reaction yield outcomes from USPTO patents with 853,638 reactions. Predict the reaction yield, written as a fraction of the theoretical maximum amount of product (1.0 means a 100% yield; for example, 0.34 means a 34% yield). The reactants are [F:1][C:2]([F:23])([F:22])[C:3]1[CH:8]=[CH:7][C:6]([C:9]2[N:14]=[C:13]([C:15]3[CH:20]=[CH:19][C:18]([NH2:21])=[CH:17][CH:16]=3)[CH:12]=[CH:11][N:10]=2)=[CH:5][CH:4]=1.C[Si](C)(C)[N-][Si](C)(C)C.[K+].[CH3:34][O:35][CH:36]1[CH:41]([O:42][CH3:43])[CH:40]([O:44][CH3:45])[CH:39]([CH3:46])[O:38][CH:37]1[O:47][C:48](=O)[O:49]C1C=CC([N+]([O-])=O)=CC=1.C(=O)(O)[O-].[Na+]. The catalyst is C1(C)C=CC=CC=1. The product is [CH3:34][O:35][C@@H:36]1[C@H:41]([O:42][CH3:43])[C@@H:40]([O:44][CH3:45])[C@H:39]([CH3:46])[O:38][C@H:37]1[O:47][C:48](=[O:49])[NH:21][C:18]1[CH:19]=[CH:20][C:15]([C:13]2[CH:12]=[CH:11][N:10]=[C:9]([C:6]3[CH:5]=[CH:4][C:3]([C:2]([F:1])([F:22])[F:23])=[CH:8][CH:7]=3)[N:14]=2)=[CH:16][CH:17]=1. The yield is 0.290.